This data is from Forward reaction prediction with 1.9M reactions from USPTO patents (1976-2016). The task is: Predict the product of the given reaction. Given the reactants C(OC([N:8]([S:13]([O:16][N:17]1[C:21](=[O:22])[CH2:20][CH2:19][C:18]1=[O:23])(=[O:15])=[O:14])[CH2:9][CH2:10][O:11][CH3:12])=O)(C)(C)C.FC(F)(F)C(O)=O, predict the reaction product. The product is: [CH3:12][O:11][CH2:10][CH2:9][NH:8][S:13]([O:16][N:17]1[C:18](=[O:23])[CH2:19][CH2:20][C:21]1=[O:22])(=[O:15])=[O:14].